Predict which catalyst facilitates the given reaction. From a dataset of Catalyst prediction with 721,799 reactions and 888 catalyst types from USPTO. (1) Reactant: [NH2:1][C@@H:2]([CH2:7][CH2:8][CH2:9][NH:10][C:11]([O:13][CH2:14][C:15]1[CH:20]=[CH:19][CH:18]=[CH:17][CH:16]=1)=[O:12])[C:3]([O:5][CH3:6])=[O:4].[C:21]1([CH:27]([C:38]2[CH:43]=[CH:42][CH:41]=[CH:40][CH:39]=2)[N:28]2[CH:33]=[CH:32][CH:31]=[C:30]([C:34](O)=[O:35])[C:29]2=[O:37])[CH:26]=[CH:25][CH:24]=[CH:23][CH:22]=1.C(N(C(C)C)CC)(C)C.CN(C(ON1N=NC2C=CC=CC1=2)=[N+](C)C)C.F[P-](F)(F)(F)(F)F. Product: [CH2:14]([O:13][C:11]([NH:10][CH2:9][CH2:8][CH2:7][C@H:2]([NH:1][C:34]([C:30]1[C:29](=[O:37])[N:28]([CH:27]([C:21]2[CH:26]=[CH:25][CH:24]=[CH:23][CH:22]=2)[C:38]2[CH:39]=[CH:40][CH:41]=[CH:42][CH:43]=2)[CH:33]=[CH:32][CH:31]=1)=[O:35])[C:3]([O:5][CH3:6])=[O:4])=[O:12])[C:15]1[CH:20]=[CH:19][CH:18]=[CH:17][CH:16]=1. The catalyst class is: 39. (2) Reactant: [C:1]1([Li])[CH:6]=[CH:5][CH:4]=[CH:3][CH:2]=1.C1CCCCC1.C(OCC)C.[N:19]1[CH:24]=[CH:23][CH:22]=[CH:21][C:20]=1[C:25]1[CH:30]=[CH:29][CH:28]=[CH:27][N:26]=1.C(OCC)C. Product: [C:1]1([C:27]2[N:26]=[C:25]([C:20]3[CH:21]=[CH:22][CH:23]=[CH:24][N:19]=3)[CH:30]=[CH:29][CH:28]=2)[CH:6]=[CH:5][CH:4]=[CH:3][CH:2]=1. The catalyst class is: 6. (3) Reactant: CO.[C:3]([O:7][C:8](=[O:26])[NH:9][C:10]1[CH:15]=[C:14]([C:16]#[C:17][C:18]2[CH:23]=[CH:22][CH:21]=[CH:20][C:19]=2[O:24][CH3:25])[CH:13]=[CH:12][N:11]=1)([CH3:6])([CH3:5])[CH3:4]. Product: [C:3]([O:7][C:8](=[O:26])[NH:9][C:10]1[CH:15]=[C:14]([CH2:16][CH2:17][C:18]2[CH:23]=[CH:22][CH:21]=[CH:20][C:19]=2[O:24][CH3:25])[CH:13]=[CH:12][N:11]=1)([CH3:6])([CH3:5])[CH3:4]. The catalyst class is: 78. (4) Reactant: [CH2:1]([O:8][C:9](=[O:22])[NH:10][C@H:11]1[CH2:19][C:18]2[C:13](=[CH:14][CH:15]=[C:16]([CH2:20]O)[CH:17]=2)[CH2:12]1)[C:2]1[CH:7]=[CH:6][CH:5]=[CH:4][CH:3]=1.S(Cl)(Cl)=O.C(=O)([O-])[O-].[K+].[K+].[F:33][C:34]([F:43])([F:42])[C:35]1[C:39]([CH2:40][OH:41])=[CH:38][NH:37][N:36]=1. Product: [OH:41][CH2:40][C:39]1[C:35]([C:34]([F:43])([F:42])[F:33])=[N:36][N:37]([CH2:20][C:16]2[CH:17]=[C:18]3[C:13](=[CH:14][CH:15]=2)[CH2:12][C@@H:11]([NH:10][C:9](=[O:22])[O:8][CH2:1][C:2]2[CH:7]=[CH:6][CH:5]=[CH:4][CH:3]=2)[CH2:19]3)[CH:38]=1. The catalyst class is: 59. (5) Reactant: [CH:1]1[C:10]2[C:5](=[CH:6][CH:7]=[CH:8][CH:9]=2)[CH:4]=[CH:3][C:2]=1[CH2:11][C:12]([OH:14])=O.S(Cl)([Cl:17])=O. Product: [CH:1]1[C:10]2[C:5](=[CH:6][CH:7]=[CH:8][CH:9]=2)[CH:4]=[CH:3][C:2]=1[CH2:11][C:12]([Cl:17])=[O:14]. The catalyst class is: 2. (6) Reactant: [CH:1]([O:4][C:5]1[CH:10]=[CH:9][C:8]([OH:11])=[CH:7][CH:6]=1)([CH3:3])[CH3:2].Br[C:13]1[S:14][CH:15]=[CH:16][N:17]=1.C(=O)([O-])[O-].[K+].[K+]. Product: [CH:1]([O:4][C:5]1[CH:10]=[CH:9][C:8]([O:11][C:13]2[S:14][CH:15]=[CH:16][N:17]=2)=[CH:7][CH:6]=1)([CH3:3])[CH3:2]. The catalyst class is: 148. (7) Reactant: [Na].Cl.[CH3:3][O:4][C:5]1[CH:10]=[CH:9][C:8]([NH:11][C:12]([NH2:14])=[NH:13])=[CH:7][CH:6]=1.[CH3:15][N:16]([CH3:37])[CH2:17][C:18]([CH3:36])([CH3:35])[CH2:19][NH:20][C:21]([C:23]1[S:24][C:25]([C:28](=O)/[CH:29]=[CH:30]/N(C)C)=[CH:26][CH:27]=1)=[O:22]. Product: [CH3:37][N:16]([CH3:15])[CH2:17][C:18]([CH3:35])([CH3:36])[CH2:19][NH:20][C:21]([C:23]1[S:24][C:25]([C:28]2[CH:29]=[CH:30][N:14]=[C:12]([NH:11][C:8]3[CH:7]=[CH:6][C:5]([O:4][CH3:3])=[CH:10][CH:9]=3)[N:13]=2)=[CH:26][CH:27]=1)=[O:22]. The catalyst class is: 14. (8) Reactant: [CH3:1][C:2]1[CH:11]=[N:10][C:5]2[O:6][CH2:7][CH2:8][NH:9][C:4]=2[CH:3]=1.[Br:12][C:13]1[CH:14]=[C:15]([CH:19]=[C:20]([Br:24])[C:21]=1[O:22][CH3:23])[C:16](Cl)=[O:17].C(N(CC)CC)C.Cl. Product: [Br:12][C:13]1[CH:14]=[C:15]([C:16]([N:9]2[CH2:8][CH2:7][O:6][C:5]3[N:10]=[CH:11][C:2]([CH3:1])=[CH:3][C:4]2=3)=[O:17])[CH:19]=[C:20]([Br:24])[C:21]=1[O:22][CH3:23]. The catalyst class is: 4. (9) Reactant: [I:1][C:2]1[CH:10]=[CH:9][C:5]([C:6]([OH:8])=[O:7])=[CH:4][CH:3]=1.[C:11](=O)([O-])[O-].[K+].[K+].IC. Product: [CH3:11][O:7][C:6](=[O:8])[C:5]1[CH:9]=[CH:10][C:2]([I:1])=[CH:3][CH:4]=1. The catalyst class is: 39. (10) Reactant: [OH-].[Li+].C[O:4][C:5](=[O:44])[CH:6]([NH:28][C:29](=[O:43])[CH:30]([CH2:36][C:37]1[CH:42]=[CH:41][CH:40]=[CH:39][CH:38]=1)[CH2:31][S:32]C(=O)C)[CH2:7][C:8]1[CH:13]=[CH:12][C:11]([O:14][CH2:15][CH2:16][NH:17][CH2:18][C:19]([N:21]2[CH2:25][CH2:24][CH2:23][CH:22]2[C:26]#[N:27])=[O:20])=[CH:10][CH:9]=1. Product: [CH2:36]([CH:30]([CH2:31][SH:32])[C:29]([NH:28][CH:6]([CH2:7][C:8]1[CH:13]=[CH:12][C:11]([O:14][CH2:15][CH2:16][NH:17][CH2:18][C:19]([N:21]2[CH2:25][CH2:24][CH2:23][CH:22]2[C:26]#[N:27])=[O:20])=[CH:10][CH:9]=1)[C:5]([OH:44])=[O:4])=[O:43])[C:37]1[CH:38]=[CH:39][CH:40]=[CH:41][CH:42]=1. The catalyst class is: 7.